From a dataset of Catalyst prediction with 721,799 reactions and 888 catalyst types from USPTO. Predict which catalyst facilitates the given reaction. Reactant: C(N(CC)CC)C.[CH:8]1([C:12](Cl)=[O:13])[CH2:11][CH2:10][CH2:9]1.[NH2:15][C:16]1[CH:21]=[CH:20][C:19]([CH2:22][CH2:23][OH:24])=[CH:18][CH:17]=1.O. Product: [OH:24][CH2:23][CH2:22][C:19]1[CH:20]=[CH:21][C:16]([NH:15][C:12]([CH:8]2[CH2:11][CH2:10][CH2:9]2)=[O:13])=[CH:17][CH:18]=1. The catalyst class is: 4.